This data is from Full USPTO retrosynthesis dataset with 1.9M reactions from patents (1976-2016). The task is: Predict the reactants needed to synthesize the given product. Given the product [CH3:34][O:33][C:28]1[CH:29]=[CH:30][CH:31]=[CH:32][C:27]=1[C:25]1[N:24]=[C:11]([C:10]2[CH:14]=[CH:15][C:16]([N:17]3[CH2:22][CH2:21][CH2:20][CH2:19][CH2:18]3)=[C:8]([CH3:7])[CH:9]=2)[O:13][N:26]=1, predict the reactants needed to synthesize it. The reactants are: C(Cl)(=O)C(Cl)=O.[CH3:7][C:8]1[CH:9]=[C:10]([CH:14]=[CH:15][C:16]=1[N:17]1[CH2:22][CH2:21][CH2:20][CH2:19][CH2:18]1)[C:11]([OH:13])=O.O[N:24]=[C:25]([C:27]1[CH:32]=[CH:31][CH:30]=[CH:29][C:28]=1[O:33][CH3:34])[NH2:26].CCN(C(C)C)C(C)C.